From a dataset of Reaction yield outcomes from USPTO patents with 853,638 reactions. Predict the reaction yield, written as a fraction of the theoretical maximum amount of product (1.0 means a 100% yield; for example, 0.34 means a 34% yield). (1) The reactants are [N:1]1([C:7]2[C:8]3[N:22]=[N:21][N:20]([CH2:23][CH2:24][N:25]4[CH2:30][CH2:29][NH:28][CH2:27][CH2:26]4)[C:9]=3[N:10]=[C:11]([C:13]3[CH:14]=[C:15]([OH:19])[CH:16]=[CH:17][CH:18]=3)[N:12]=2)[CH2:6][CH2:5][O:4][CH2:3][CH2:2]1.CCN(CC)CC.[C:38](Cl)(=[O:45])[C:39]1[CH:44]=[CH:43][CH:42]=[CH:41][CH:40]=1. The catalyst is C1COCC1. The product is [C:38]([N:28]1[CH2:27][CH2:26][N:25]([CH2:24][CH2:23][N:20]2[C:9]3[N:10]=[C:11]([C:13]4[CH:14]=[C:15]([OH:19])[CH:16]=[CH:17][CH:18]=4)[N:12]=[C:7]([N:1]4[CH2:2][CH2:3][O:4][CH2:5][CH2:6]4)[C:8]=3[N:22]=[N:21]2)[CH2:30][CH2:29]1)(=[O:45])[C:39]1[CH:44]=[CH:43][CH:42]=[CH:41][CH:40]=1. The yield is 0.370. (2) The reactants are [Br:1][C:2]1[CH:7]=[CH:6][C:5]([CH:8]([CH:10]2[CH2:17][CH:16]3[S:18][CH:12]([CH2:13][CH2:14][CH2:15]3)[CH2:11]2)[OH:9])=[CH:4][CH:3]=1. The catalyst is C(Cl)Cl.[O-2].[O-2].[Mn+4]. The product is [Br:1][C:2]1[CH:3]=[CH:4][C:5]([C:8]([CH:10]2[CH2:11][CH:12]3[S:18][CH:16]([CH2:15][CH2:14][CH2:13]3)[CH2:17]2)=[O:9])=[CH:6][CH:7]=1. The yield is 0.950. (3) The reactants are Br[C:2]1[N:7]=[C:6]([C:8]([O:10][CH3:11])=[O:9])[CH:5]=[CH:4][C:3]=1[F:12].[F:13][C:14]1[CH:15]=[C:16]([C:30]([O:33][Si](C(C)C)(C(C)C)C(C)C)([CH3:32])[CH3:31])[CH:17]=[C:18]([F:29])[C:19]=1B1OC(C)(C)C(C)(C)O1. No catalyst specified. The product is [F:13][C:14]1[CH:15]=[C:16]([C:30]([OH:33])([CH3:32])[CH3:31])[CH:17]=[C:18]([F:29])[C:19]=1[C:2]1[N:7]=[C:6]([C:8]([O:10][CH3:11])=[O:9])[CH:5]=[CH:4][C:3]=1[F:12]. The yield is 0.900. (4) The reactants are C1C2C(COC([NH:18][C:19]([CH3:68])([C:21]([NH:23][C@H:24]([C:28]([N:30]([C@@H:32]([C@@H:64]([CH3:67])[CH2:65][CH3:66])[C@H:33]([O:62][CH3:63])[CH2:34][C:35]([N:37]3[CH2:41][CH2:40][CH2:39][C@H:38]3[C@H:42]([O:60][CH3:61])[C@@H:43]([CH3:59])[C:44]([NH:46][C@@H:47]([CH2:52][C:53]3[CH:58]=[CH:57][CH:56]=[CH:55][CH:54]=3)[C:48]([O:50][CH3:51])=[O:49])=[S:45])=[O:36])[CH3:31])=[O:29])[CH:25]([CH3:27])[CH3:26])=[O:22])[CH3:20])=O)C3C(=CC=CC=3)C=2C=CC=1.C(NCC)C.[Cl:74]CCl. No catalyst specified. The product is [ClH:74].[CH3:20][C:19]([C:21]([NH:23][C@H:24]([C:28]([N:30]([C@@H:32]([C@@H:64]([CH3:67])[CH2:65][CH3:66])[C@H:33]([O:62][CH3:63])[CH2:34][C:35]([N:37]1[CH2:41][CH2:40][CH2:39][C@H:38]1[C@H:42]([O:60][CH3:61])[C@@H:43]([CH3:59])[C:44]([NH:46][C@@H:47]([CH2:52][C:53]1[CH:58]=[CH:57][CH:56]=[CH:55][CH:54]=1)[C:48]([O:50][CH3:51])=[O:49])=[S:45])=[O:36])[CH3:31])=[O:29])[CH:25]([CH3:27])[CH3:26])=[O:22])([CH3:68])[NH2:18]. The yield is 0.700. (5) The reactants are [C:1]([OH:5])([CH3:4])([CH3:3])[CH3:2].[C:6](Cl)(Cl)=[O:7].[NH2:10][C:11]1[CH:16]=[CH:15][CH:14]=[C:13]([CH3:17])[N:12]=1.C(N(CC)CC)C.[OH-].[Na+]. The catalyst is O.C(Cl)(Cl)Cl. The product is [C:1]([O:5][C:6](=[O:7])[NH:10][C:11]1[CH:16]=[CH:15][CH:14]=[C:13]([CH3:17])[N:12]=1)([CH3:4])([CH3:3])[CH3:2]. The yield is 0.980. (6) The reactants are Br[C:2]1[CH:3]=[C:4]([C:23]2[O:24][C:25]([C:28]3[CH:33]=[CH:32][CH:31]=[CH:30][CH:29]=3)=[N:26][N:27]=2)[C:5]([N:8](C(OC(C)(C)C)=O)C(=O)OC(C)(C)C)=[N:6][CH:7]=1.B([C:37]1[CH:45]=[CH:44][C:40]([C:41]([OH:43])=[O:42])=[CH:39][CH:38]=1)(O)O.C([O-])([O-])=O.[Na+].[Na+].O. The catalyst is CC#N.C1C=CC([P]([Pd]([P](C2C=CC=CC=2)(C2C=CC=CC=2)C2C=CC=CC=2)([P](C2C=CC=CC=2)(C2C=CC=CC=2)C2C=CC=CC=2)[P](C2C=CC=CC=2)(C2C=CC=CC=2)C2C=CC=CC=2)(C2C=CC=CC=2)C2C=CC=CC=2)=CC=1. The product is [NH2:8][C:5]1[N:6]=[CH:7][C:2]([C:37]2[CH:45]=[CH:44][C:40]([C:41]([OH:43])=[O:42])=[CH:39][CH:38]=2)=[CH:3][C:4]=1[C:23]1[O:24][C:25]([C:28]2[CH:29]=[CH:30][CH:31]=[CH:32][CH:33]=2)=[N:26][N:27]=1. The yield is 0.550. (7) The reactants are [Si]([O:8][C:9]1[C:10]2[NH:33][N:32]=[CH:31][C:11]=2[CH:12]([CH:28]2[CH2:30][CH2:29]2)[N:13]([S:15]([C:18]2[CH:23]=[CH:22][C:21]([C:24]([F:27])([F:26])[F:25])=[CH:20][CH:19]=2)(=[O:17])=[O:16])[CH:14]=1)(C(C)(C)C)(C)C.[Xe](F)F.[C:37]([NH2:40])(=[S:39])[CH3:38]. The yield is 0.800. The catalyst is CC#N. The product is [CH:28]1([CH:12]2[N:13]([S:15]([C:18]3[CH:23]=[CH:22][C:21]([C:24]([F:26])([F:25])[F:27])=[CH:20][CH:19]=3)(=[O:17])=[O:16])[CH:14]3[S:39][C:37]([CH3:38])=[N:40][C:9]3([OH:8])[C:10]3[NH:33][N:32]=[CH:31][C:11]2=3)[CH2:29][CH2:30]1. (8) The reactants are C1(P(C2C=CC=CC=2)C2C=CC=CC=2)C=CC=CC=1.[OH:20][C:21]1[C:22]([CH2:34][CH:35]=[C:36]([CH3:39])[CH2:37]O)=[C:23]([O:32][CH3:33])[C:24]([CH3:31])=[C:25]2[C:29]=1[C:28](=[O:30])[O:27][CH2:26]2.C(Br)(Br)(Br)[Br:41]. The catalyst is ClCCl. The product is [Br:41][CH2:37][C:36]([CH3:39])=[CH:35][CH2:34][C:22]1[C:21]([OH:20])=[C:29]2[C:25]([CH2:26][O:27][C:28]2=[O:30])=[C:24]([CH3:31])[C:23]=1[O:32][CH3:33]. The yield is 0.420. (9) The reactants are [Cl:1][C:2]1[N:10]=[C:9]2[C:5]([N:6]=[CH:7][NH:8]2)=[C:4]([NH:11][C:12]2[CH:13]=[C:14]3[C:18](=[CH:19][CH:20]=2)[CH2:17][CH2:16][CH2:15]3)[N:3]=1.[H-].[Na+].[CH:23]1(Br)[CH2:27][CH2:26][CH2:25][CH2:24]1.O. The catalyst is CN(C=O)C. The product is [Cl:1][C:2]1[N:10]=[C:9]2[C:5]([N:6]=[CH:7][N:8]2[CH:23]2[CH2:27][CH2:26][CH2:25][CH2:24]2)=[C:4]([NH:11][C:12]2[CH:13]=[C:14]3[C:18](=[CH:19][CH:20]=2)[CH2:17][CH2:16][CH2:15]3)[N:3]=1. The yield is 0.695.